Dataset: Full USPTO retrosynthesis dataset with 1.9M reactions from patents (1976-2016). Task: Predict the reactants needed to synthesize the given product. (1) Given the product [CH3:11][C:9]1[NH:8][C:5]2=[N:6][CH:7]=[C:2]([B:12]3[O:16][C:15]([CH3:18])([CH3:17])[C:14]([CH3:20])([CH3:19])[O:13]3)[CH:3]=[C:4]2[CH:10]=1, predict the reactants needed to synthesize it. The reactants are: Br[C:2]1[CH:3]=[C:4]2[CH:10]=[C:9]([CH3:11])[NH:8][C:5]2=[N:6][CH:7]=1.[B:12]1([B:12]2[O:16][C:15]([CH3:18])([CH3:17])[C:14]([CH3:20])([CH3:19])[O:13]2)[O:16][C:15]([CH3:18])([CH3:17])[C:14]([CH3:20])([CH3:19])[O:13]1.CC([O-])=O.[K+]. (2) The reactants are: [Cl:1][C:2]1[N:7]=[C:6]([NH:8][C:9]2[CH:13]=[C:12]([CH3:14])[NH:11][N:10]=2)[C:5]([Cl:15])=[CH:4][N:3]=1.O.C1(C)C=CC(S(O)(=O)=O)=CC=1.[CH2:28]1[CH2:33][O:32][CH:31]=[CH:30][CH2:29]1. Given the product [Cl:1][C:2]1[N:7]=[C:6]([NH:8][C:9]2[CH:13]=[C:12]([CH3:14])[N:11]([CH:31]3[CH2:30][CH2:29][CH2:28][CH2:33][O:32]3)[N:10]=2)[C:5]([Cl:15])=[CH:4][N:3]=1, predict the reactants needed to synthesize it. (3) Given the product [Cl:21][C:15]1[C:16]([N:18]([CH3:19])[CH3:20])=[CH:17][C:12]2[O:11][CH:10]([C:22]([N:24]3[CH2:28][CH2:27][C:26]([CH2:29][C:30]4[CH:31]=[CH:32][C:33]([F:36])=[CH:34][CH:35]=4)([C:37]#[N:38])[CH2:25]3)=[O:23])[CH2:9][NH:8][C:13]=2[CH:14]=1, predict the reactants needed to synthesize it. The reactants are: C(OC([N:8]1[C:13]2[CH:14]=[C:15]([Cl:21])[C:16]([N:18]([CH3:20])[CH3:19])=[CH:17][C:12]=2[O:11][CH:10]([C:22]([N:24]2[CH2:28][CH2:27][C:26]([C:37]#[N:38])([CH2:29][C:30]3[CH:35]=[CH:34][C:33]([F:36])=[CH:32][CH:31]=3)[CH2:25]2)=[O:23])[CH2:9]1)=O)(C)(C)C.FC(F)(F)C(O)=O. (4) Given the product [N:1]1[S:2][CH:3]=[C:4]2[CH:9]=[CH:8][CH:7]=[C:6]([S:11]([Cl:10])(=[O:13])=[O:12])[C:5]=12, predict the reactants needed to synthesize it. The reactants are: [N:1]1[S:2][CH:3]=[C:4]2[CH:9]=[CH:8][CH:7]=[CH:6][C:5]=12.[Cl:10][S:11](O)(=[O:13])=[O:12].